From a dataset of Reaction yield outcomes from USPTO patents with 853,638 reactions. Predict the reaction yield, written as a fraction of the theoretical maximum amount of product (1.0 means a 100% yield; for example, 0.34 means a 34% yield). (1) The reactants are C[N:2](C)[CH:3]=[C:4]([C:7]1[CH:12]=[CH:11][CH:10]=[CH:9][C:8]=1[O:13][CH3:14])[CH:5]=O.O.[NH2:17]N. The catalyst is C(O)C. The product is [CH3:14][O:13][C:8]1[CH:9]=[CH:10][CH:11]=[CH:12][C:7]=1[C:4]1[CH:3]=[N:2][NH:17][CH:5]=1. The yield is 0.680. (2) The reactants are [Cl:1][C:2]1[CH:7]=[CH:6][CH:5]=[C:4]([Cl:8])[C:3]=1[N:9]1[C:13]([C:14]2[S:18][C:17]([NH2:19])=[N:16][CH:15]=2)=[CH:12][C:11]([CH:20]([F:22])[F:21])=[N:10]1.CN1CCOCC1.[C:30](Cl)(=[O:34])[CH2:31][CH2:32][CH3:33]. The catalyst is C1COCC1. The product is [Cl:8][C:4]1[CH:5]=[CH:6][CH:7]=[C:2]([Cl:1])[C:3]=1[N:9]1[C:13]([C:14]2[S:18][C:17]([NH:19][C:30](=[O:34])[CH2:31][CH2:32][CH3:33])=[N:16][CH:15]=2)=[CH:12][C:11]([CH:20]([F:21])[F:22])=[N:10]1. The yield is 0.400. (3) The reactants are [F:1][C:2]([F:12])([F:11])[C:3]1[CH:4]=[C:5]([NH2:10])[C:6]([NH2:9])=[CH:7][CH:8]=1.C(N(C(C)C)CC)(C)C.[Cl:22][C:23]1[C:24]([C:29]2[CH:37]=[CH:36][C:32]([C:33](O)=O)=[CH:31][CH:30]=2)=[N:25][CH:26]=[CH:27][CH:28]=1. The catalyst is CN(C)C=O.C(OCC)(=O)C. The product is [Cl:22][C:23]1[C:24]([C:29]2[CH:37]=[CH:36][C:32]([C:33]3[NH:10][C:5]4[CH:4]=[C:3]([C:2]([F:11])([F:12])[F:1])[CH:8]=[CH:7][C:6]=4[N:9]=3)=[CH:31][CH:30]=2)=[N:25][CH:26]=[CH:27][CH:28]=1. The yield is 0.820. (4) The reactants are C(N(C(C)C)CC)(C)C.[NH2:10][CH:11]1[CH2:16][CH2:15][N:14]([S:17]([C:20]2[CH:25]=[CH:24][C:23]([NH:26][C:27](=[O:30])[CH:28]=[CH2:29])=[CH:22][CH:21]=2)(=[O:19])=[O:18])[CH2:13][CH2:12]1.[C:31](Cl)(=[O:38])[C:32]1[CH:37]=[CH:36][CH:35]=[CH:34][CH:33]=1. The catalyst is C1COCC1. The product is [C:27]([NH:26][C:23]1[CH:24]=[CH:25][C:20]([S:17]([N:14]2[CH2:15][CH2:16][CH:11]([NH:10][C:31](=[O:38])[C:32]3[CH:37]=[CH:36][CH:35]=[CH:34][CH:33]=3)[CH2:12][CH2:13]2)(=[O:18])=[O:19])=[CH:21][CH:22]=1)(=[O:30])[CH:28]=[CH2:29]. The yield is 0.0500. (5) The reactants are Cl.O1CCOCC1.CC(OC([NH:15][C:16]1[C:17](=[O:33])[C:18]([CH2:24][NH:25]C(=O)OC(C)(C)C)=[C:19]([CH3:23])[NH:20][C:21]=1[CH3:22])=O)(C)C. The catalyst is CCOC(C)=O.CCl.CCOCC. The product is [NH2:15][C:16]1[C:17](=[O:33])[C:18]([CH2:24][NH2:25])=[C:19]([CH3:23])[NH:20][C:21]=1[CH3:22]. The yield is 1.19. (6) The reactants are [NH2:1][C:2]1[C:3]([N+:10]([O-:12])=[O:11])=[C:4]([CH:7]=[CH:8][N:9]=1)[CH:5]=[O:6].[BH4-].[Na+]. The catalyst is CO. The product is [NH2:1][C:2]1[C:3]([N+:10]([O-:12])=[O:11])=[C:4]([CH2:5][OH:6])[CH:7]=[CH:8][N:9]=1. The yield is 0.690. (7) The reactants are [F:1][C:2]1[CH:7]=[CH:6][C:5]([F:8])=[CH:4][C:3]=1[C@H:9]1[CH2:13][CH2:12][CH2:11][N:10]1[C:14]1[CH:19]=[CH:18][N:17]2[N:20]=[CH:21][C:22]([NH2:23])=[C:16]2[N:15]=1.[OH:24][C:25]([CH3:30])([CH3:29])[C:26](O)=[O:27].CN(C(ON1N=NC2C=CC=NC1=2)=[N+](C)C)C.F[P-](F)(F)(F)(F)F.CCN(C(C)C)C(C)C. The catalyst is C(#N)C. The product is [F:1][C:2]1[CH:7]=[CH:6][C:5]([F:8])=[CH:4][C:3]=1[C@H:9]1[CH2:13][CH2:12][CH2:11][N:10]1[C:14]1[CH:19]=[CH:18][N:17]2[N:20]=[CH:21][C:22]([NH:23][C:26](=[O:27])[C:25]([OH:24])([CH3:30])[CH3:29])=[C:16]2[N:15]=1. The yield is 0.660.